From a dataset of Full USPTO retrosynthesis dataset with 1.9M reactions from patents (1976-2016). Predict the reactants needed to synthesize the given product. Given the product [F:41][C:39]1([F:42])[CH2:40][CH:38]1[CH2:37][N:34]1[CH:35]=[C:31]([C:9]2[C:8]3[C:3]([O:2][CH3:1])=[N:4][CH:5]=[CH:6][C:7]=3[NH:11][N:10]=2)[CH:32]=[N:33]1, predict the reactants needed to synthesize it. The reactants are: [CH3:1][O:2][C:3]1[C:8]2[C:9]([C:31]3[CH:32]=[N:33][NH:34][CH:35]=3)=[N:10][N:11](C(C3C=CC=CC=3)(C3C=CC=CC=3)C3C=CC=CC=3)[C:7]=2[CH:6]=[CH:5][N:4]=1.Br[CH2:37][CH:38]1[CH2:40][C:39]1([F:42])[F:41].